From a dataset of TCR-epitope binding with 47,182 pairs between 192 epitopes and 23,139 TCRs. Binary Classification. Given a T-cell receptor sequence (or CDR3 region) and an epitope sequence, predict whether binding occurs between them. (1) The epitope is RQLLFVVEV. The TCR CDR3 sequence is CASSLFHSNEQFF. Result: 1 (the TCR binds to the epitope). (2) The epitope is TEILPVSMTK. The TCR CDR3 sequence is CASKPDRGLSYEQYF. Result: 0 (the TCR does not bind to the epitope). (3) The epitope is LLQTGIHVRVSQPSL. The TCR CDR3 sequence is CASSLDGSPSLAKNIQYF. Result: 1 (the TCR binds to the epitope). (4) The epitope is KLGGALQAK. The TCR CDR3 sequence is CASSTWTSGSDTQYF. Result: 1 (the TCR binds to the epitope). (5) The epitope is RQLLFVVEV. The TCR CDR3 sequence is CASSRGPAVTNTGELFF. Result: 1 (the TCR binds to the epitope). (6) The epitope is RLQSLQTYV. The TCR CDR3 sequence is CAGGDSNTGELFF. Result: 0 (the TCR does not bind to the epitope). (7) The epitope is KLNVGDYFV. The TCR CDR3 sequence is CASSPGRPYEQYF. Result: 1 (the TCR binds to the epitope). (8) Result: 1 (the TCR binds to the epitope). The epitope is LLQTGIHVRVSQPSL. The TCR CDR3 sequence is CASSLMPGQGSYEQYF. (9) The epitope is FLPRVFSAV. The TCR CDR3 sequence is CASSYSWTNTEAFF. Result: 1 (the TCR binds to the epitope). (10) The epitope is SSNVANYQK. The TCR CDR3 sequence is CSAHLYRAYGYTF. Result: 0 (the TCR does not bind to the epitope).